Dataset: Aqueous solubility values for 9,982 compounds from the AqSolDB database. Task: Regression/Classification. Given a drug SMILES string, predict its absorption, distribution, metabolism, or excretion properties. Task type varies by dataset: regression for continuous measurements (e.g., permeability, clearance, half-life) or binary classification for categorical outcomes (e.g., BBB penetration, CYP inhibition). For this dataset (solubility_aqsoldb), we predict Y. (1) The drug is COC1=CC(=O)CC(C)C12Oc1cc(OC)cc(OC)c1C2=O. The Y is -3.70 log mol/L. (2) The drug is NCCCCC(=O)O. The Y is 0.931 log mol/L. (3) The compound is CCCCCCCC/C=C\CCCCCCCC(=O)N(C)CC(=O)O.OCCN(CCO)CCO. The Y is 0.776 log mol/L. (4) The molecule is CC(C)(C)c1ccc(C=O)cc1. The Y is -3.13 log mol/L. (5) The compound is CC12CC(O)C3C(CCC4C[C@@H](O)CCC43C)C1CCC2=O. The Y is -3.59 log mol/L. (6) The Y is -6.64 log mol/L. The compound is O=C(Nc1cccc([N+](=O)[O-])c1)c1cc2ccccc2cc1O. (7) The molecule is O=S(=O)(O)CCSc1ccccc1. The Y is -1.53 log mol/L. (8) The compound is NC(=O)c1cn(Cc2c(F)cccc2F)nn1. The Y is -3.50 log mol/L.